This data is from Forward reaction prediction with 1.9M reactions from USPTO patents (1976-2016). The task is: Predict the product of the given reaction. Given the reactants [Cl:1][C:2]1[C:7]([F:8])=[CH:6][CH:5]=[CH:4][C:3]=1B(O)O.I[C:13]1[N:18]=[C:17]([NH2:19])[N:16]=[C:15]([NH:20][CH3:21])[CH:14]=1, predict the reaction product. The product is: [Cl:1][C:2]1[C:7]([F:8])=[CH:6][CH:5]=[CH:4][C:3]=1[C:13]1[N:18]=[C:17]([NH2:19])[N:16]=[C:15]([NH:20][CH3:21])[CH:14]=1.